Dataset: NCI-60 drug combinations with 297,098 pairs across 59 cell lines. Task: Regression. Given two drug SMILES strings and cell line genomic features, predict the synergy score measuring deviation from expected non-interaction effect. (1) Cell line: HL-60(TB). Synergy scores: CSS=21.0, Synergy_ZIP=-7.87, Synergy_Bliss=-7.83, Synergy_Loewe=-12.6, Synergy_HSA=-4.30. Drug 1: CNC(=O)C1=CC=CC=C1SC2=CC3=C(C=C2)C(=NN3)C=CC4=CC=CC=N4. Drug 2: CC1CCC2CC(C(=CC=CC=CC(CC(C(=O)C(C(C(=CC(C(=O)CC(OC(=O)C3CCCCN3C(=O)C(=O)C1(O2)O)C(C)CC4CCC(C(C4)OC)O)C)C)O)OC)C)C)C)OC. (2) Drug 1: CC(C1=C(C=CC(=C1Cl)F)Cl)OC2=C(N=CC(=C2)C3=CN(N=C3)C4CCNCC4)N. Drug 2: CN1C2=C(C=C(C=C2)N(CCCl)CCCl)N=C1CCCC(=O)O.Cl. Cell line: ACHN. Synergy scores: CSS=8.01, Synergy_ZIP=-2.03, Synergy_Bliss=0.314, Synergy_Loewe=-5.65, Synergy_HSA=-0.538. (3) Drug 1: CC1=C(C=C(C=C1)NC2=NC=CC(=N2)N(C)C3=CC4=NN(C(=C4C=C3)C)C)S(=O)(=O)N.Cl. Drug 2: CC1=CC2C(CCC3(C2CCC3(C(=O)C)OC(=O)C)C)C4(C1=CC(=O)CC4)C. Cell line: HCT116. Synergy scores: CSS=10.7, Synergy_ZIP=3.37, Synergy_Bliss=5.45, Synergy_Loewe=4.39, Synergy_HSA=4.57. (4) Drug 1: COC1=CC(=CC(=C1O)OC)C2C3C(COC3=O)C(C4=CC5=C(C=C24)OCO5)OC6C(C(C7C(O6)COC(O7)C8=CC=CS8)O)O. Drug 2: CC1=C(C(CCC1)(C)C)C=CC(=CC=CC(=CC(=O)O)C)C. Cell line: HCT-15. Synergy scores: CSS=50.4, Synergy_ZIP=0.162, Synergy_Bliss=0.723, Synergy_Loewe=-28.5, Synergy_HSA=0.650. (5) Drug 1: CC1CCC2CC(C(=CC=CC=CC(CC(C(=O)C(C(C(=CC(C(=O)CC(OC(=O)C3CCCCN3C(=O)C(=O)C1(O2)O)C(C)CC4CCC(C(C4)OC)O)C)C)O)OC)C)C)C)OC. Drug 2: CC1C(C(CC(O1)OC2CC(CC3=C2C(=C4C(=C3O)C(=O)C5=C(C4=O)C(=CC=C5)OC)O)(C(=O)CO)O)N)O.Cl. Cell line: HCT116. Synergy scores: CSS=38.9, Synergy_ZIP=0.218, Synergy_Bliss=0.635, Synergy_Loewe=2.52, Synergy_HSA=1.79. (6) Drug 1: CN(CC1=CN=C2C(=N1)C(=NC(=N2)N)N)C3=CC=C(C=C3)C(=O)NC(CCC(=O)O)C(=O)O. Drug 2: C1CC(=O)NC(=O)C1N2C(=O)C3=CC=CC=C3C2=O. Cell line: PC-3. Synergy scores: CSS=46.9, Synergy_ZIP=4.54, Synergy_Bliss=1.80, Synergy_Loewe=-23.8, Synergy_HSA=1.86. (7) Drug 1: C(CN)CNCCSP(=O)(O)O. Drug 2: CC1C(C(CC(O1)OC2CC(CC3=C2C(=C4C(=C3O)C(=O)C5=C(C4=O)C(=CC=C5)OC)O)(C(=O)CO)O)N)O.Cl. Cell line: A549. Synergy scores: CSS=38.8, Synergy_ZIP=1.51, Synergy_Bliss=-0.160, Synergy_Loewe=-32.5, Synergy_HSA=-0.205. (8) Drug 1: CCCS(=O)(=O)NC1=C(C(=C(C=C1)F)C(=O)C2=CNC3=C2C=C(C=N3)C4=CC=C(C=C4)Cl)F. Drug 2: CCC1(CC2CC(C3=C(CCN(C2)C1)C4=CC=CC=C4N3)(C5=C(C=C6C(=C5)C78CCN9C7C(C=CC9)(C(C(C8N6C=O)(C(=O)OC)O)OC(=O)C)CC)OC)C(=O)OC)O.OS(=O)(=O)O. Cell line: HL-60(TB). Synergy scores: CSS=55.4, Synergy_ZIP=13.4, Synergy_Bliss=12.8, Synergy_Loewe=-39.9, Synergy_HSA=3.25. (9) Drug 1: C1CNP(=O)(OC1)N(CCCl)CCCl. Drug 2: C(CCl)NC(=O)N(CCCl)N=O. Cell line: HS 578T. Synergy scores: CSS=35.1, Synergy_ZIP=1.34, Synergy_Bliss=3.91, Synergy_Loewe=5.45, Synergy_HSA=7.25.